Regression/Classification. Given a drug SMILES string, predict its absorption, distribution, metabolism, or excretion properties. Task type varies by dataset: regression for continuous measurements (e.g., permeability, clearance, half-life) or binary classification for categorical outcomes (e.g., BBB penetration, CYP inhibition). Dataset: cyp1a2_veith. From a dataset of CYP1A2 inhibition data for predicting drug metabolism from PubChem BioAssay. (1) The molecule is CCc1ccc(-c2cc(C(=O)NCc3ccco3)c3ccccc3n2)s1. The result is 1 (inhibitor). (2) The result is 1 (inhibitor). The molecule is COCCn1c(=O)c(CCc2ccccc2)nc2cnc(N3CCNCC3)nc21. (3) The molecule is O=C(NCCCN1CCOCC1)C1COc2ccccc2O1. The result is 0 (non-inhibitor). (4) The compound is O=c1cc(N2CCN(c3ccccc3)CC2)[nH]c(=O)n1C1CCCCC1. The result is 0 (non-inhibitor). (5) The molecule is CCCN1C(=O)/C(=C/c2ccc(C)o2)SC1=Nc1ccc(OC)cc1. The result is 1 (inhibitor). (6) The drug is CC(=O)Nc1ccc(Cc2ccc3[nH]c(=O)cc(C)c3c2)cc1. The result is 0 (non-inhibitor). (7) The molecule is CN[C@@H](C)CCC=C(C)C.CN[C@@H](C)CCC=C(C)C.O=C(O)[C@@H](O)[C@@H](O)[C@@H](O)[C@@H](O)C(=O)O. The result is 0 (non-inhibitor). (8) The compound is Nc1ccn([C@@H]2O[C@@H](CO)[C@@H](O)[C@H]2O)c(=O)n1. The result is 0 (non-inhibitor). (9) The compound is COc1cc(OC)c(/C=C2/C(=O)Nc3ccccc32)c(OC)c1. The result is 1 (inhibitor).